This data is from Forward reaction prediction with 1.9M reactions from USPTO patents (1976-2016). The task is: Predict the product of the given reaction. (1) Given the reactants [Br:1][C:2]1[CH:8]=[CH:7][C:5]([NH2:6])=[CH:4][C:3]=1[F:9].C([O-])(O)=O.[Na+].[CH3:15][C:16]([O:19][C:20](O[C:20]([O:19][C:16]([CH3:18])([CH3:17])[CH3:15])=[O:21])=[O:21])([CH3:18])[CH3:17], predict the reaction product. The product is: [Br:1][C:2]1[CH:8]=[CH:7][C:5]([NH:6][C:20](=[O:21])[O:19][C:16]([CH3:18])([CH3:17])[CH3:15])=[CH:4][C:3]=1[F:9]. (2) Given the reactants [N+:1]([C:4]1[S:8][C:7]([CH:9]=[O:10])=[CH:6][C:5]=1[C:11]1[NH:15][N:14]=[CH:13][CH:12]=1)([O-])=O.S(S([O-])=O)([O-])=O.[Na+].[Na+], predict the reaction product. The product is: [NH2:1][C:4]1[S:8][C:7]([CH:9]=[O:10])=[CH:6][C:5]=1[C:11]1[CH:12]=[CH:13][NH:14][N:15]=1. (3) Given the reactants [C:1]1([N:7]=[C:8]([S:15][CH:16]([CH2:22][CH3:23])[CH:17]([CH3:21])[CH2:18][CH2:19][CH3:20])[C:9]#[C:10][Si](C)(C)C)[CH:6]=[CH:5][CH:4]=[CH:3][CH:2]=1.C(=O)([O-])[O-].[K+].[K+].[Cl-].[Na+], predict the reaction product. The product is: [C:1]1([N:7]=[C:8]([S:15][CH:16]([CH2:22][CH3:23])[CH:17]([CH3:21])[CH2:18][CH2:19][CH3:20])[C:9]#[CH:10])[CH:6]=[CH:5][CH:4]=[CH:3][CH:2]=1.